This data is from Forward reaction prediction with 1.9M reactions from USPTO patents (1976-2016). The task is: Predict the product of the given reaction. Given the reactants [C:1]([C:5]1[N:6]=[C:7]([NH:10][C:11]([C:13]2[CH:45]=[CH:44][N:16]3[C:17](=[O:43])[C:18](/[CH:34]=[CH:35]/[C:36]([O:38]C(C)(C)C)=[O:37])=[C:19]([N:21]4[CH2:26][CH2:25][CH2:24][C@@H:23]([O:27][C:28]([NH:30][CH2:31][CH2:32][Cl:33])=[O:29])[CH2:22]4)[N:20]=[C:15]3[CH:14]=2)=[O:12])[S:8][CH:9]=1)([CH3:4])([CH3:3])[CH3:2].Cl, predict the reaction product. The product is: [C:1]([C:5]1[N:6]=[C:7]([NH:10][C:11]([C:13]2[CH:45]=[CH:44][N:16]3[C:17](=[O:43])[C:18](/[CH:34]=[CH:35]/[C:36]([OH:38])=[O:37])=[C:19]([N:21]4[CH2:26][CH2:25][CH2:24][C@@H:23]([O:27][C:28]([NH:30][CH2:31][CH2:32][Cl:33])=[O:29])[CH2:22]4)[N:20]=[C:15]3[CH:14]=2)=[O:12])[S:8][CH:9]=1)([CH3:4])([CH3:2])[CH3:3].